This data is from Reaction yield outcomes from USPTO patents with 853,638 reactions. The task is: Predict the reaction yield, written as a fraction of the theoretical maximum amount of product (1.0 means a 100% yield; for example, 0.34 means a 34% yield). (1) The product is [CH:1]1([C:4]2[CH:9]=[CH:8][N:7]=[CH:6][C:5]=2[N:10]2[CH2:14][CH2:13][N:12]([C:17]3[CH:27]=[CH:26][C:20]4[S:21][C:22]([F:25])=[C:23]([CH3:24])[C:19]=4[CH:18]=3)[C:11]2=[O:15])[CH2:3][CH2:2]1. The catalyst is [Cu](I)I.O1CCOCC1. The yield is 0.660. The reactants are [CH:1]1([C:4]2[CH:9]=[CH:8][N:7]=[CH:6][C:5]=2[N:10]2[CH2:14][CH2:13][NH:12][C:11]2=[O:15])[CH2:3][CH2:2]1.Br[C:17]1[CH:27]=[CH:26][C:20]2[S:21][C:22]([F:25])=[C:23]([CH3:24])[C:19]=2[CH:18]=1.CN[C@@H]1CCCC[C@H]1NC.P([O-])([O-])([O-])=O.[K+].[K+].[K+]. (2) The yield is 0.175. The catalyst is C(O)C. The reactants are [OH:1][C:2]1[CH:7]=[CH:6][C:5]([CH2:8][C:9]([OH:11])=[O:10])=[CH:4][CH:3]=1.[OH-].[K+].[CH3:14][O:15][C:16](=[O:25])[C:17]1[CH:22]=[CH:21][CH:20]=[CH:19][C:18]=1[CH2:23]Br. The product is [CH3:14][O:15][C:16]([C:17]1[CH:22]=[CH:21][CH:20]=[CH:19][C:18]=1[CH2:23][O:1][C:2]1[CH:3]=[CH:4][C:5]([CH2:8][C:9]([OH:11])=[O:10])=[CH:6][CH:7]=1)=[O:25]. (3) The reactants are C1C2C(COC([NH:18][C@@H:19]3[CH2:23][N:22]([C:24](=[O:44])[C@@H:25]([NH:30][C:31](=[O:43])[C@@H:32]([N:34]([CH3:42])[C:35](=[O:41])[O:36][C:37]([CH3:40])([CH3:39])[CH3:38])[CH3:33])[C:26]([CH3:29])([CH3:28])[CH3:27])[C@H:21]([C:45](=[O:57])[NH:46][C@H:47]4[C:56]5[C:51](=[CH:52][CH:53]=[CH:54][CH:55]=5)[CH2:50][CH2:49][CH2:48]4)[CH2:20]3)=O)C3C(=CC=CC=3)C=2C=CC=1.N1CCCCC1. The catalyst is C(Cl)Cl. The product is [NH2:18][C@@H:19]1[CH2:23][N:22]([C:24](=[O:44])[C@@H:25]([NH:30][C:31](=[O:43])[C@@H:32]([N:34]([CH3:42])[C:35](=[O:41])[O:36][C:37]([CH3:38])([CH3:39])[CH3:40])[CH3:33])[C:26]([CH3:28])([CH3:29])[CH3:27])[C@H:21]([C:45](=[O:57])[NH:46][C@H:47]2[C:56]3[C:51](=[CH:52][CH:53]=[CH:54][CH:55]=3)[CH2:50][CH2:49][CH2:48]2)[CH2:20]1. The yield is 0.790. (4) The reactants are Cl[C:2]1[CH:3]=[C:4]([C:9]2[N:13]3[C:14]4[N:22]=[C:21]([O:23][CH3:24])[CH:20]=[CH:19][C:15]=4[N:16]=[C:17]([CH3:18])[C:12]3=[C:11]([CH3:25])[N:10]=2)[CH:5]=[C:6](Cl)C=1.CC1(B(O)O)C=C(C)[O:29][NH:28]1.C([O-])([O-])=O.[K+].[K+]. The catalyst is C1C=CC([P]([Pd]([P](C2C=CC=CC=2)(C2C=CC=CC=2)C2C=CC=CC=2)([P](C2C=CC=CC=2)(C2C=CC=CC=2)C2C=CC=CC=2)[P](C2C=CC=CC=2)(C2C=CC=CC=2)C2C=CC=CC=2)(C2C=CC=CC=2)C2C=CC=CC=2)=CC=1. The product is [CH3:6][C:5]1[C:4]([C:9]2[N:13]3[C:14]4[N:22]=[C:21]([O:23][CH3:24])[CH:20]=[CH:19][C:15]=4[N:16]=[C:17]([CH3:18])[C:12]3=[C:11]([CH3:25])[N:10]=2)=[C:3]([CH3:2])[O:29][N:28]=1. The yield is 0.240.